The task is: Regression. Given a peptide amino acid sequence and an MHC pseudo amino acid sequence, predict their binding affinity value. This is MHC class II binding data.. This data is from Peptide-MHC class II binding affinity with 134,281 pairs from IEDB. (1) The peptide sequence is AAATAGTTQYGAFAA. The MHC is HLA-DQA10501-DQB10301 with pseudo-sequence HLA-DQA10501-DQB10301. The binding affinity (normalized) is 0.628. (2) The peptide sequence is LIEKINAGFKAAVAA. The MHC is DRB3_0101 with pseudo-sequence DRB3_0101. The binding affinity (normalized) is 0.162. (3) The peptide sequence is EGPEEHEILNDSGET. The binding affinity (normalized) is 0. The MHC is HLA-DQA10501-DQB10402 with pseudo-sequence HLA-DQA10501-DQB10402. (4) The peptide sequence is KVVNKNIERPMFRND. The MHC is DRB1_0101 with pseudo-sequence DRB1_0101. The binding affinity (normalized) is 0.677. (5) The peptide sequence is ASVIPPARLFKAFVL. The MHC is DRB1_0401 with pseudo-sequence DRB1_0401. The binding affinity (normalized) is 0.450. (6) The peptide sequence is HDIYIVMPVFIIKR. The MHC is DRB1_0901 with pseudo-sequence DRB1_0901. The binding affinity (normalized) is 0.